From a dataset of Retrosynthesis with 50K atom-mapped reactions and 10 reaction types from USPTO. Predict the reactants needed to synthesize the given product. Given the product CC1(C)C(C(=O)Nc2ccc(CN)cc2)C1(C)C, predict the reactants needed to synthesize it. The reactants are: CC(C)(C)OC(=O)NCc1ccc(NC(=O)C2C(C)(C)C2(C)C)cc1.